This data is from NCI-60 drug combinations with 297,098 pairs across 59 cell lines. The task is: Regression. Given two drug SMILES strings and cell line genomic features, predict the synergy score measuring deviation from expected non-interaction effect. (1) Drug 1: CC1=C(C=C(C=C1)C(=O)NC2=CC(=CC(=C2)C(F)(F)F)N3C=C(N=C3)C)NC4=NC=CC(=N4)C5=CN=CC=C5. Drug 2: CC1=C(N=C(N=C1N)C(CC(=O)N)NCC(C(=O)N)N)C(=O)NC(C(C2=CN=CN2)OC3C(C(C(C(O3)CO)O)O)OC4C(C(C(C(O4)CO)O)OC(=O)N)O)C(=O)NC(C)C(C(C)C(=O)NC(C(C)O)C(=O)NCCC5=NC(=CS5)C6=NC(=CS6)C(=O)NCCC[S+](C)C)O. Cell line: UACC-257. Synergy scores: CSS=3.38, Synergy_ZIP=-1.26, Synergy_Bliss=-2.61, Synergy_Loewe=-1.98, Synergy_HSA=-1.97. (2) Drug 1: C1CC(=O)NC(=O)C1N2C(=O)C3=CC=CC=C3C2=O. Drug 2: CC(C)CN1C=NC2=C1C3=CC=CC=C3N=C2N. Cell line: HCT-15. Synergy scores: CSS=-1.44, Synergy_ZIP=-0.329, Synergy_Bliss=-4.10, Synergy_Loewe=-2.37, Synergy_HSA=-6.85. (3) Drug 1: C(=O)(N)NO. Drug 2: C1CN(P(=O)(OC1)NCCCl)CCCl. Cell line: 786-0. Synergy scores: CSS=-1.03, Synergy_ZIP=0.233, Synergy_Bliss=-0.888, Synergy_Loewe=-1.51, Synergy_HSA=-2.64. (4) Drug 1: C1=CC(=CC=C1C#N)C(C2=CC=C(C=C2)C#N)N3C=NC=N3. Cell line: NCI-H522. Drug 2: C1CN1P(=S)(N2CC2)N3CC3. Synergy scores: CSS=9.71, Synergy_ZIP=-5.51, Synergy_Bliss=-1.46, Synergy_Loewe=-6.10, Synergy_HSA=-5.09. (5) Drug 1: CC1=CC=C(C=C1)C2=CC(=NN2C3=CC=C(C=C3)S(=O)(=O)N)C(F)(F)F. Drug 2: CC1C(C(CC(O1)OC2CC(OC(C2O)C)OC3=CC4=CC5=C(C(=O)C(C(C5)C(C(=O)C(C(C)O)O)OC)OC6CC(C(C(O6)C)O)OC7CC(C(C(O7)C)O)OC8CC(C(C(O8)C)O)(C)O)C(=C4C(=C3C)O)O)O)O. Cell line: OVCAR-4. Synergy scores: CSS=51.3, Synergy_ZIP=-0.180, Synergy_Bliss=-0.0603, Synergy_Loewe=-28.9, Synergy_HSA=0.324. (6) Drug 1: COC1=CC(=CC(=C1O)OC)C2C3C(COC3=O)C(C4=CC5=C(C=C24)OCO5)OC6C(C(C7C(O6)COC(O7)C8=CC=CS8)O)O. Drug 2: CCN(CC)CCCC(C)NC1=C2C=C(C=CC2=NC3=C1C=CC(=C3)Cl)OC. Cell line: ACHN. Synergy scores: CSS=56.5, Synergy_ZIP=-2.14, Synergy_Bliss=-0.966, Synergy_Loewe=-12.1, Synergy_HSA=1.32.